This data is from Forward reaction prediction with 1.9M reactions from USPTO patents (1976-2016). The task is: Predict the product of the given reaction. (1) Given the reactants I[C:2]1[CH:7]=[CH:6][CH:5]=[CH:4][CH:3]=1.[N:8]1[C:12]2[CH:13]=[CH:14][CH:15]=[CH:16][C:11]=2[NH:10][CH:9]=1.C(=O)([O-])[O-].[Na+].[Na+].N1C2C(=CC=C3C=2N=CC=C3)C=CC=1, predict the reaction product. The product is: [C:2]1([N:8]2[C:12]3[CH:13]=[CH:14][CH:15]=[CH:16][C:11]=3[N:10]=[CH:9]2)[CH:7]=[CH:6][CH:5]=[CH:4][CH:3]=1. (2) Given the reactants [N:1]1([C:7]2[CH:8]=[N+:9]([O-])[CH:10]=[CH:11][CH:12]=2)[CH2:6][CH2:5][CH2:4][CH2:3][CH2:2]1.C[Si]([C:18]#[N:19])(C)C.C(N(CC)CC)C.C([O-])(O)=O.[Na+], predict the reaction product. The product is: [N:1]1([C:7]2[C:8]([C:18]#[N:19])=[N:9][CH:10]=[CH:11][CH:12]=2)[CH2:6][CH2:5][CH2:4][CH2:3][CH2:2]1. (3) Given the reactants C([SiH](CC)CC)C.FC(F)(F)C(O)=O.O[CH:16]([C:27]1[C:28]([C:38]2[CH:42]=[CH:41][S:40][CH:39]=2)=[N:29][N:30]2[CH:35]=[C:34]([O:36][CH3:37])[CH:33]=[CH:32][C:31]=12)[C:17]1[N:22]=[C:21]([C:23]([O:25][CH3:26])=[O:24])[CH:20]=[CH:19][CH:18]=1.C(=O)(O)[O-].[Na+], predict the reaction product. The product is: [CH3:37][O:36][C:34]1[CH:33]=[CH:32][C:31]2[N:30]([N:29]=[C:28]([C:38]3[CH:42]=[CH:41][S:40][CH:39]=3)[C:27]=2[CH2:16][C:17]2[N:22]=[C:21]([C:23]([O:25][CH3:26])=[O:24])[CH:20]=[CH:19][CH:18]=2)[CH:35]=1. (4) Given the reactants [C:1]([O:4][CH2:5][C:6]1[C:7]([C:18]([O:20][CH2:21][CH3:22])=[O:19])=[N:8][O:9][C:10]=1[C:11]1[CH:16]=[CH:15][CH:14]=[C:13](I)[CH:12]=1)(=[O:3])[CH3:2].N#N.[O:25]1C=[CH:28][CH:27]=[C:26]1P([C:26]1[O:25]C=[CH:28][CH:27]=1)[C:26]1[O:25]C=[CH:28][CH:27]=1.C([Sn](CCCC)(CCCC)CC=CO)CCC, predict the reaction product. The product is: [C:1]([O:4][CH2:5][C:6]1[C:7]([C:18]([O:20][CH2:21][CH3:22])=[O:19])=[N:8][O:9][C:10]=1[C:11]1[CH:16]=[CH:15][CH:14]=[C:13](/[CH:28]=[CH:27]/[CH2:26][OH:25])[CH:12]=1)(=[O:3])[CH3:2]. (5) The product is: [Cl:1][C:2]1[CH:7]=[CH:6][CH:5]=[CH:4][C:3]=1[CH:8]1[CH2:11][CH2:10][CH:9]1[NH2:12]. Given the reactants [Cl:1][C:2]1[CH:7]=[CH:6][CH:5]=[CH:4][C:3]=1[CH:8]1[CH2:11][CH2:10][C:9]1=[N:12]O.B.C1COCC1, predict the reaction product. (6) Given the reactants [F:1][C:2]1[C:10]([CH3:11])=[C:9]([F:12])[C:8]([F:13])=[CH:7][C:3]=1[C:4]([OH:6])=O.S(Cl)(Cl)=O.[CH3:18][N:19]([CH3:27])[CH:20]=[CH:21][C:22]([O:24][CH2:25][CH3:26])=[O:23].C(N(CC)CC)C, predict the reaction product. The product is: [F:1][C:2]1[C:10]([CH3:11])=[C:9]([F:12])[C:8]([F:13])=[CH:7][C:3]=1[C:4]([C:21](=[CH:20][N:19]([CH3:27])[CH3:18])[C:22]([O:24][CH2:25][CH3:26])=[O:23])=[O:6].